Dataset: Catalyst prediction with 721,799 reactions and 888 catalyst types from USPTO. Task: Predict which catalyst facilitates the given reaction. (1) Reactant: [C:1]([N:8]1[C:16]2[C:11](=[CH:12][C:13]([C:17]#[N:18])=[CH:14][CH:15]=2)[CH:10]=[C:9]1B(O)O)([O:3][C:4]([CH3:7])(C)C)=[O:2].[Cl:22][C:23]1[CH:28]=[C:27](I)[CH:26]=[C:25]([Cl:30])[CH:24]=1.[CH:31]1(NC2CCCCC2)CCCC[CH2:32]1. Product: [C:17]([C:13]1[CH:12]=[C:11]2[C:16](=[CH:15][CH:14]=1)[N:8]([C:1]([O:3][CH2:4][CH2:7][CH2:31][CH3:32])=[O:2])[C:9]([C:27]1[CH:28]=[C:23]([Cl:22])[CH:24]=[C:25]([Cl:30])[CH:26]=1)=[CH:10]2)#[N:18]. The catalyst class is: 450. (2) Reactant: [CH2:1]([O:3][C:4]([S-:6])=[S:5])[CH3:2].[K+].Cl[CH2:9][C:10]([O:12][C:13]([CH3:16])([CH3:15])[CH3:14])=[O:11]. Product: [C:4](=[S:6])([O:3][CH2:1][CH3:2])[S:5][CH2:9][C:10]([O:12][C:13]([CH3:16])([CH3:15])[CH3:14])=[O:11]. The catalyst class is: 21. (3) Product: [F:1][C:2]1[CH:3]=[C:4]([CH:19]=[C:20]([F:22])[CH:21]=1)[CH2:5][C@H:6]([NH:11][C:12](=[O:18])[O:13][C:14]([CH3:16])([CH3:17])[CH3:15])[CH:7]([OH:10])[CH:8]=[CH2:9]. The catalyst class is: 5. Reactant: [F:1][C:2]1[CH:3]=[C:4]([CH:19]=[C:20]([F:22])[CH:21]=1)[CH2:5][C@H:6]([NH:11][C:12](=[O:18])[O:13][C:14]([CH3:17])([CH3:16])[CH3:15])[C:7](=[O:10])[CH:8]=[CH2:9].[BH4-].[Na+].[Cl-].[Ce+3].[Cl-].[Cl-]. (4) Reactant: Cl[C:2]([O:4][C:5]1[CH:10]=[CH:9][CH:8]=[CH:7][C:6]=1[N+:11]([O-])=O)=[O:3].CCN(C(C)C)C(C)C.CCOC(C)=O.C([O-])(O)=O.[Na+]. Product: [O:4]1[C@H:5]2[CH2:10][CH2:9][CH2:8][CH2:7][C@@H:6]2[NH:11][C:2]1=[O:3]. The catalyst class is: 26. (5) Reactant: [Cl:1][C:2]1[N:7]=[C:6](Cl)[C:5]([C:9]([C:11]2[CH:16]=[CH:15][N:14]=[C:13]([S:17][CH3:18])[N:12]=2)=O)=[CH:4][N:3]=1.O.[NH2:20][NH2:21].CCN(C(C)C)C(C)C. Product: [Cl:1][C:2]1[N:7]=[C:6]2[NH:20][N:21]=[C:9]([C:11]3[CH:16]=[CH:15][N:14]=[C:13]([S:17][CH3:18])[N:12]=3)[C:5]2=[CH:4][N:3]=1. The catalyst class is: 1. (6) Reactant: [CH3:1][C:2]1[C:10]2[N:9]=[C:8]([CH2:11][CH2:12][CH3:13])[N:7]([CH2:14][CH2:15]O)[C:6]=2[CH:5]=[C:4]([C:17]2[CH:22]=[CH:21][CH:20]=[CH:19][CH:18]=2)[CH:3]=1.C(Br)(Br)(Br)[Br:24].C1C=CC(P(C2C=CC=CC=2)C2C=CC=CC=2)=CC=1. Product: [Br:24][CH2:15][CH2:14][N:7]1[C:6]2[CH:5]=[C:4]([C:17]3[CH:22]=[CH:21][CH:20]=[CH:19][CH:18]=3)[CH:3]=[C:2]([CH3:1])[C:10]=2[N:9]=[C:8]1[CH2:11][CH2:12][CH3:13]. The catalyst class is: 2. (7) Reactant: [Cl-].O[NH3+:3].[C:4](=[O:7])([O-])[OH:5].[Na+].CS(C)=O.[CH3:13][O:14][C:15]1[CH:20]=[CH:19][C:18]([N:21]2[C:26](=[O:27])[C:25]([CH2:28][C:29]3[CH:34]=[CH:33][C:32]([C:35]4[C:36]([C:41]#[N:42])=[CH:37][CH:38]=[CH:39][CH:40]=4)=[CH:31][CH:30]=3)=[C:24]([CH2:43][CH2:44][CH3:45])[N:23]=[C:22]2[CH3:46])=[CH:17][CH:16]=1. Product: [CH3:13][O:14][C:15]1[CH:16]=[CH:17][C:18]([N:21]2[C:26](=[O:27])[C:25]([CH2:28][C:29]3[CH:34]=[CH:33][C:32]([C:35]4[CH:40]=[CH:39][CH:38]=[CH:37][C:36]=4[C:41]4[NH:3][C:4](=[O:7])[O:5][N:42]=4)=[CH:31][CH:30]=3)=[C:24]([CH2:43][CH2:44][CH3:45])[N:23]=[C:22]2[CH3:46])=[CH:19][CH:20]=1. The catalyst class is: 69. (8) Reactant: [CH:1]([N:4]1[CH2:9][CH2:8][C@H:7]([N:10]2[CH2:14][CH2:13][C@H:12]([NH:15]C(=O)OCC3C=CC=CC=3)[C:11]2=[O:26])[C@H:6]([CH2:27][CH2:28][CH3:29])[CH2:5]1)([CH3:3])[CH3:2].[H][H]. Product: [NH2:15][C@H:12]1[CH2:13][CH2:14][N:10]([C@H:7]2[CH2:8][CH2:9][N:4]([CH:1]([CH3:2])[CH3:3])[CH2:5][C@H:6]2[CH2:27][CH2:28][CH3:29])[C:11]1=[O:26]. The catalyst class is: 19.